Dataset: Full USPTO retrosynthesis dataset with 1.9M reactions from patents (1976-2016). Task: Predict the reactants needed to synthesize the given product. (1) The reactants are: Br[C:2]1[CH:10]=[C:9]2[C:5]([CH:6]=[N:7][NH:8]2)=[C:4]([NH:11][C:12]([C:14]2[N:15]=[C:16]([CH3:19])[S:17][CH:18]=2)=[O:13])[CH:3]=1.C([O-])(=O)C.[K+].CC1(C)C(C)(C)OB(B2OC(C)(C)C(C)(C)O2)O1.Br[C:44]1[CH:45]=[C:46]([NH:51][S:52]([C:55]2[CH:60]=[CH:59][CH:58]=[CH:57][CH:56]=2)(=[O:54])=[O:53])[C:47]([Cl:50])=[N:48][CH:49]=1.C(=O)(O)[O-].[Na+]. Given the product [Cl:50][C:47]1[N:48]=[CH:49][C:44]([C:2]2[CH:10]=[C:9]3[C:5]([CH:6]=[N:7][NH:8]3)=[C:4]([NH:11][C:12]([C:14]3[N:15]=[C:16]([CH3:19])[S:17][CH:18]=3)=[O:13])[CH:3]=2)=[CH:45][C:46]=1[NH:51][S:52]([C:55]1[CH:56]=[CH:57][CH:58]=[CH:59][CH:60]=1)(=[O:54])=[O:53], predict the reactants needed to synthesize it. (2) Given the product [C:1]([O:5][C:6]([N:8]1[CH2:13][CH2:12][N:11]([C:14]2[CH:19]=[C:18]([O:20][S:52]([C:41]([F:40])([F:56])[C:42]([F:50])([F:51])[C:43]([F:48])([F:49])[C:44]([F:47])([F:46])[F:45])(=[O:54])=[O:53])[CH:17]=[CH:16][C:15]=2[CH:21]2[CH2:26][C:25]([CH3:28])([CH3:27])[CH2:24][C:23]([CH3:30])([CH3:29])[CH2:22]2)[CH2:10][CH2:9]1)=[O:7])([CH3:4])([CH3:2])[CH3:3], predict the reactants needed to synthesize it. The reactants are: [C:1]([O:5][C:6]([N:8]1[CH2:13][CH2:12][N:11]([C:14]2[CH:19]=[C:18]([OH:20])[CH:17]=[CH:16][C:15]=2[CH:21]2[CH2:26][C:25]([CH3:28])([CH3:27])[CH2:24][C:23]([CH3:30])([CH3:29])[CH2:22]2)[CH2:10][CH2:9]1)=[O:7])([CH3:4])([CH3:3])[CH3:2].C(N(C(C)C)CC)(C)C.[F:40][C:41]([F:56])([S:52](F)(=[O:54])=[O:53])[C:42]([F:51])([F:50])[C:43]([F:49])([F:48])[C:44]([F:47])([F:46])[F:45]. (3) Given the product [CH3:1][O:2][C:3]1[CH:8]=[CH:7][CH:6]=[CH:5][C:4]=1[S:9]([N:12]([CH3:31])[C:13]1[CH:14]=[CH:15][CH:16]=[C:17]2[C:21]=1[NH:20][C:19]([C:22]1[S:23][CH:24]([CH2:27][C:28]([NH:38][C:35]3[NH:36][CH:37]=[N:33][N:34]=3)=[O:29])[CH2:25][N:26]=1)=[CH:18]2)(=[O:10])=[O:11], predict the reactants needed to synthesize it. The reactants are: [CH3:1][O:2][C:3]1[CH:8]=[CH:7][CH:6]=[CH:5][C:4]=1[S:9]([N:12]([CH3:31])[C:13]1[CH:14]=[CH:15][CH:16]=[C:17]2[C:21]=1[NH:20][C:19]([C:22]1[S:23][CH:24]([CH2:27][C:28](O)=[O:29])[CH2:25][N:26]=1)=[CH:18]2)(=[O:11])=[O:10].N[N:33]1[CH:37]=[N:36][CH:35]=[N:34]1.[N:38]1(O)C2C=CC=CC=2N=N1.Cl.CN(C)CCCN=C=NCC. (4) Given the product [Cl:11][CH2:12][C:13]1[NH:9][C:4]2[CH:3]=[C:2]([F:1])[C:7]([F:8])=[CH:6][C:5]=2[N:16]=1, predict the reactants needed to synthesize it. The reactants are: [F:1][C:2]1[C:3](N)=[C:4]([NH2:9])[CH:5]=[CH:6][C:7]=1[F:8].[Cl:11][CH2:12][C:13](O)=O.[NH4+:16].[OH-]. (5) Given the product [CH2:1]([C@@H:8]([C:9]([N:23]([CH:20]1[CH2:22][CH2:21]1)[C:24]1[S:25][CH:26]=[C:27]([C:29]2[CH:34]=[CH:33][CH:32]=[CH:31][C:30]=2[C:35]2[CH:36]=[N:37][C:38]([N:41]3[CH2:46][CH2:45][O:44][CH2:43][CH2:42]3)=[CH:39][CH:40]=2)[N:28]=1)=[O:11])[CH2:12][C:13]([OH:15])=[O:14])[C:2]1[CH:3]=[CH:4][CH:5]=[CH:6][CH:7]=1.[CH:20]1([NH:23][C:24]2[S:25][CH:26]=[C:27]([C:29]3[CH:34]=[CH:33][CH:32]=[CH:31][C:30]=3[C:35]3[CH:36]=[N:37][C:38]([N:41]4[CH2:46][CH2:45][O:44][CH2:43][CH2:42]4)=[CH:39][CH:40]=3)[N:28]=2)[CH2:21][CH2:22]1.[Br:68][C:69]1[CH:74]=[CH:73][CH:72]=[CH:71][C:70]=1[C:75]1[N:76]=[C:77]([NH:80][CH:81]2[CH2:83][CH2:82]2)[S:78][CH:79]=1, predict the reactants needed to synthesize it. The reactants are: [CH2:1]([C@H:8]([CH2:12][C:13]([O:15]C(C)(C)C)=[O:14])[C:9]([OH:11])=O)[C:2]1[CH:7]=[CH:6][CH:5]=[CH:4][CH:3]=1.[CH:20]1([NH:23][C:24]2[S:25][CH:26]=[C:27]([C:29]3[CH:34]=[CH:33][CH:32]=[CH:31][C:30]=3[C:35]3[CH:36]=[N:37][C:38]([N:41]4[CH2:46][CH2:45][O:44][CH2:43][CH2:42]4)=[CH:39][CH:40]=3)[N:28]=2)[CH2:22][CH2:21]1.CC1(C)C(C)(C)OB(C2C=CC(N3CCOCC3)=CC=2)O1.[Br:68][C:69]1[CH:74]=[CH:73][CH:72]=[CH:71][C:70]=1[C:75]1[N:76]=[C:77]([NH:80][CH:81]2[CH2:83][CH2:82]2)[S:78][CH:79]=1.